From a dataset of CYP2D6 inhibition data for predicting drug metabolism from PubChem BioAssay. Regression/Classification. Given a drug SMILES string, predict its absorption, distribution, metabolism, or excretion properties. Task type varies by dataset: regression for continuous measurements (e.g., permeability, clearance, half-life) or binary classification for categorical outcomes (e.g., BBB penetration, CYP inhibition). Dataset: cyp2d6_veith. (1) The drug is CCOCCCN1C(=O)CN(C2CCCCCC2)C(=O)C1c1ccc(OC)cc1. The result is 0 (non-inhibitor). (2) The compound is CN(CCc1ccc(Cl)c(Cl)c1)C[C@@H](O)COc1ccc(NS(C)(=O)=O)cc1. The result is 1 (inhibitor). (3) The compound is Cn1c(=O)n(CCC(=O)O)c2ccccc21. The result is 0 (non-inhibitor). (4) The molecule is Cc1ccc(C(=O)NC(=S)NCC(=O)c2ccccc2)cc1. The result is 0 (non-inhibitor). (5) The molecule is O=C(COc1ccc([N+](=O)[O-])cc1)NN=C1CCCC1. The result is 0 (non-inhibitor).